This data is from Full USPTO retrosynthesis dataset with 1.9M reactions from patents (1976-2016). The task is: Predict the reactants needed to synthesize the given product. (1) The reactants are: C([O-])(=O)C.[K+].O(C1C=CC=CC=1P(C1C=CC=CC=1)C1C=CC=CC=1)C1C=CC=CC=1P(C1C=CC=CC=1)C1C=CC=CC=1.[B:54]1([B:54]2[O:58][C:57]([CH3:60])([CH3:59])[C:56]([CH3:62])([CH3:61])[O:55]2)[O:58][C:57]([CH3:60])([CH3:59])[C:56]([CH3:62])([CH3:61])[O:55]1.Br[C:64]1[CH:69]=[C:68]([S:70]([CH3:73])(=[O:72])=[O:71])[C:67]([CH2:74][OH:75])=[C:66]([F:76])[CH:65]=1. Given the product [F:76][C:66]1[CH:65]=[C:64]([B:54]2[O:55][C:56]([CH3:61])([CH3:62])[C:57]([CH3:59])([CH3:60])[O:58]2)[CH:69]=[C:68]([S:70]([CH3:73])(=[O:71])=[O:72])[C:67]=1[CH2:74][OH:75], predict the reactants needed to synthesize it. (2) The reactants are: [Br:1][C:2]1[CH:3]=[CH:4][C:5]([C:8]([OH:10])=O)=[N:6][CH:7]=1.[N:11]1([CH2:17][CH2:18][OH:19])[CH2:16][CH2:15][NH:14][CH2:13][CH2:12]1.CN(C(ON1N=NC2C=CC=CC1=2)=[N+](C)C)C.F[P-](F)(F)(F)(F)F.C1C=CC2N(O)N=NC=2C=1.CCN(C(C)C)C(C)C. Given the product [Br:1][C:2]1[CH:3]=[CH:4][C:5]([C:8]([N:14]2[CH2:15][CH2:16][N:11]([CH2:17][CH2:18][OH:19])[CH2:12][CH2:13]2)=[O:10])=[N:6][CH:7]=1, predict the reactants needed to synthesize it.